Dataset: Full USPTO retrosynthesis dataset with 1.9M reactions from patents (1976-2016). Task: Predict the reactants needed to synthesize the given product. Given the product [CH3:1][C:2]1[CH:10]=[C:6]([CH2:7][OH:8])[CH:5]=[N:4][C:3]=1[N:11]1[CH:15]=[CH:14][CH:13]=[N:12]1, predict the reactants needed to synthesize it. The reactants are: [CH3:1][C:2]1[C:3]([N:11]2[CH:15]=[CH:14][CH:13]=[N:12]2)=[N:4][CH:5]=[C:6]([CH:10]=1)[C:7](O)=[O:8].C(N1C=CN=C1)(N1C=CN=C1)=O.[BH4-].[Na+].Cl.C(=O)(O)[O-].[Na+].